Dataset: Forward reaction prediction with 1.9M reactions from USPTO patents (1976-2016). Task: Predict the product of the given reaction. (1) Given the reactants O=[C:2]1[CH2:7][CH2:6][N:5]([C:8]2[CH:13]=[CH:12][C:11]([N:14]3[CH2:18][C@H:17]([CH2:19][OH:20])[O:16][C:15]3=[O:21])=[CH:10][C:9]=2[F:22])[CH2:4][CH2:3]1.C(OP([CH:31]([C:33]#[N:34])[CH3:32])(=O)OCC)C, predict the reaction product. The product is: [C:33]([C:31](=[C:2]1[CH2:7][CH2:6][N:5]([C:8]2[CH:13]=[CH:12][C:11]([N:14]3[CH2:18][C@H:17]([CH2:19][OH:20])[O:16][C:15]3=[O:21])=[CH:10][C:9]=2[F:22])[CH2:4][CH2:3]1)[CH3:32])#[N:34]. (2) Given the reactants Cl[C:2]1[N:3]=[C:4]([NH:21][C:22]2[CH:30]=[C:29]3[C:25]([CH:26]=[N:27][NH:28]3)=[CH:24][CH:23]=2)[C:5]2[CH:10]=[CH:9][N:8]([S:11]([C:14]3[CH:20]=[CH:19][C:17]([CH3:18])=[CH:16][CH:15]=3)(=[O:13])=[O:12])[C:6]=2[N:7]=1.[NH2:31][C:32]1[CH:37]=[CH:36][C:35]([N:38]2[CH2:43][CH2:42][CH:41]([OH:44])[CH2:40][CH2:39]2)=[CH:34][CH:33]=1.C[Si](Cl)(C)C, predict the reaction product. The product is: [NH:28]1[C:29]2[C:25](=[CH:24][CH:23]=[C:22]([NH:21][C:4]3[C:5]4[CH:10]=[CH:9][N:8]([S:11]([C:14]5[CH:20]=[CH:19][C:17]([CH3:18])=[CH:16][CH:15]=5)(=[O:13])=[O:12])[C:6]=4[N:7]=[C:2]([NH:31][C:32]4[CH:37]=[CH:36][C:35]([N:38]5[CH2:39][CH2:40][CH:41]([OH:44])[CH2:42][CH2:43]5)=[CH:34][CH:33]=4)[N:3]=3)[CH:30]=2)[CH:26]=[N:27]1. (3) Given the reactants [CH:1]1[C:10]2[CH2:9][CH2:8][CH2:7][CH2:6][C:5]=2[CH:4]=[CH:3][N:2]=1.C(=O)([O-])[O-].[K+].[K+].[CH3:17][S:18]([O:21][CH2:22][CH2:23][CH2:24][CH2:25][S:26][S:27][CH2:28][CH2:29][CH2:30][CH2:31]OS(C)(=O)=O)(=[O:20])=[O:19], predict the reaction product. The product is: [CH3:17][S:18]([O-:21])(=[O:20])=[O:19].[CH3:17][S:18]([O-:21])(=[O:20])=[O:19].[S:27]([CH2:28][CH2:29][CH2:30][CH2:31][N+:2]1[CH:3]=[CH:4][C:5]2[CH2:6][CH2:7][CH2:8][CH2:9][C:10]=2[CH:1]=1)[S:26][CH2:25][CH2:24][CH2:23][CH2:22][N+:2]1[CH:3]=[CH:4][C:5]2[CH2:6][CH2:7][CH2:8][CH2:9][C:10]=2[CH:1]=1.